Dataset: Reaction yield outcomes from USPTO patents with 853,638 reactions. Task: Predict the reaction yield, written as a fraction of the theoretical maximum amount of product (1.0 means a 100% yield; for example, 0.34 means a 34% yield). (1) The reactants are [CH:1]1([CH2:6][CH:7]([C:11]2[CH:16]=[CH:15][C:14]([N+:17]([O-:19])=[O:18])=[CH:13][CH:12]=2)[C:8]([OH:10])=O)[CH2:5][CH2:4][CH2:3][CH2:2]1.C(Cl)(=O)C(Cl)=O.[CH3:26][O:27][C:28](=[O:36])[C:29]1[CH:34]=[CH:33][C:32]([NH2:35])=[N:31][CH:30]=1.C(N(CC)C(C)C)(C)C. The catalyst is C(Cl)Cl.CN(C)C=O.O1CCCC1. The product is [CH3:26][O:27][C:28](=[O:36])[C:29]1[CH:34]=[CH:33][C:32]([NH:35][C:8](=[O:10])[CH:7]([C:11]2[CH:16]=[CH:15][C:14]([N+:17]([O-:19])=[O:18])=[CH:13][CH:12]=2)[CH2:6][CH:1]2[CH2:2][CH2:3][CH2:4][CH2:5]2)=[N:31][CH:30]=1. The yield is 0.446. (2) The reactants are [CH2:1]1[O:3][C@H:2]1[CH2:4][OH:5].[NH:6]1[CH2:11][CH2:10][O:9][CH2:8][CH2:7]1. The catalyst is C(O)C. The product is [N:6]1([CH2:1][C@@H:2]([OH:3])[CH2:4][OH:5])[CH2:11][CH2:10][O:9][CH2:8][CH2:7]1. The yield is 1.02. (3) The reactants are [NH2:1][CH2:2][CH2:3][CH2:4][C:5]([OH:7])=[O:6].C([O-])([O-])=O.[Na+].[Na+].[CH3:14][C:15]([O:18][C:19](O[C:19]([O:18][C:15]([CH3:17])([CH3:16])[CH3:14])=[O:20])=[O:20])([CH3:17])[CH3:16]. The catalyst is O.C1COCC1. The product is [C:15]([O:18][C:19]([NH:1][CH2:2][CH2:3][CH2:4][C:5]([OH:7])=[O:6])=[O:20])([CH3:17])([CH3:16])[CH3:14]. The yield is 0.900.